This data is from Forward reaction prediction with 1.9M reactions from USPTO patents (1976-2016). The task is: Predict the product of the given reaction. (1) The product is: [O:1]=[CH:2][C@@H:3]([C@H:5]([C@@H:7]([C@@H:9]([CH2:11][OH:12])[OH:10])[OH:8])[OH:6])[OH:4]. Given the reactants [O:1]=[C:2]1[O:8][C@H:7]([C@H:9]([CH2:11][OH:12])[OH:10])[C:5]([OH:6])=[C:3]1[OH:4].C(O)[C@H](O)[C@@H](O)[C@H](O)C(C(O)=O)=O, predict the reaction product. (2) Given the reactants Br[CH2:2][C:3]([C:5]1([C:10]([O:12][CH2:13][CH3:14])=[O:11])[CH:9]=[CH:8][O:7][NH:6]1)=O.[CH3:15][NH:16][C:17]([NH2:19])=[S:18], predict the reaction product. The product is: [CH2:13]([O:12][C:10]([C:5]1([C:3]2[N:19]=[C:17]([NH:16][CH3:15])[S:18][CH:2]=2)[CH:9]=[CH:8][O:7][NH:6]1)=[O:11])[CH3:14]. (3) Given the reactants [Cl:1][C:2]1[CH:3]=[C:4]2[C:8](=[CH:9][CH:10]=1)[N:7]([CH2:11][CH:12]([CH3:14])[CH3:13])[CH:6]=[C:5]2[C:15]1[O:16][CH:17]=[C:18]([C:20](O)=O)[N:19]=1.[C:23]1([NH2:30])[CH:28]=[CH:27][CH:26]=[CH:25][C:24]=1[NH2:29], predict the reaction product. The product is: [ClH:1].[Cl:1][C:2]1[CH:3]=[C:4]2[C:8](=[CH:9][CH:10]=1)[N:7]([CH2:11][CH:12]([CH3:14])[CH3:13])[CH:6]=[C:5]2[C:15]1[O:16][CH:17]=[C:18]([C:20]2[NH:30][C:23]3[CH:28]=[CH:27][CH:26]=[CH:25][C:24]=3[N:29]=2)[N:19]=1. (4) Given the reactants FC(F)(F)S(O[C:7]1[CH2:8][C@H:9]2[C:15](=[O:16])[N:14]([CH2:17][O:18][CH2:19][CH2:20][Si:21]([CH3:24])([CH3:23])[CH3:22])[C:13]3[CH:25]=[C:26]([O:31][CH2:32][CH2:33][CH2:34][O:35][C:36]4[C:37]([O:81][CH3:82])=[CH:38][C:39]5[C:45](=[O:46])[N:44]6[CH:47]=[C:48](/[CH:50]=[CH:51]/[CH2:52][NH:53][C:54]([O:56][CH2:57][CH:58]7[C:70]8[CH:69]=[CH:68][CH:67]=[CH:66][C:65]=8[C:64]8[C:59]7=[CH:60][CH:61]=[CH:62][CH:63]=8)=[O:55])[CH2:49][C@H:43]6[C:42](=[O:71])[N:41]([CH2:72][O:73][CH2:74][CH2:75][Si:76]([CH3:79])([CH3:78])[CH3:77])[C:40]=5[CH:80]=4)[C:27]([O:29][CH3:30])=[CH:28][C:12]=3[C:11](=[O:83])[N:10]2[CH:84]=1)(=O)=O.[CH3:87][N:88]1[CH2:93][CH2:92][N:91](OB(C2C=CC=CC=2)O)[CH2:90][CH2:89]1.C(N([CH2:108][CH3:109])CC)C, predict the reaction product. The product is: [CH3:82][O:81][C:37]1[C:36]([O:35][CH2:34][CH2:33][CH2:32][O:31][C:26]2[C:27]([O:29][CH3:30])=[CH:28][C:12]3[C:11](=[O:83])[N:10]4[CH:84]=[C:7]([C:109]5[CH:108]=[CH:9][C:8]([N:91]6[CH2:90][CH2:89][N:88]([CH3:87])[CH2:93][CH2:92]6)=[CH:7][CH:84]=5)[CH2:8][C@H:9]4[C:15](=[O:16])[N:14]([CH2:17][O:18][CH2:19][CH2:20][Si:21]([CH3:24])([CH3:22])[CH3:23])[C:13]=3[CH:25]=2)=[CH:80][C:40]2[N:41]([CH2:72][O:73][CH2:74][CH2:75][Si:76]([CH3:78])([CH3:77])[CH3:79])[C:42](=[O:71])[C@@H:43]3[CH2:49][C:48](/[CH:50]=[CH:51]/[CH2:52][NH:53][C:54](=[O:55])[O:56][CH2:57][CH:58]4[C:59]5[CH:60]=[CH:61][CH:62]=[CH:63][C:64]=5[C:65]5[C:70]4=[CH:69][CH:68]=[CH:67][CH:66]=5)=[CH:47][N:44]3[C:45](=[O:46])[C:39]=2[CH:38]=1. (5) Given the reactants [CH3:1][C:2]1[O:6][C:5]([C:7]2[CH:12]=[CH:11][CH:10]=[CH:9][CH:8]=2)=[N:4][C:3]=1[CH2:13][O:14][C:15]1[CH:23]=[CH:22][C:18]([CH2:19][O:20][NH2:21])=[CH:17][CH:16]=1.O=[C:25]([C:33]1[CH:34]=[N:35][CH:36]=[CH:37][CH:38]=1)[CH2:26][CH2:27][C:28]([O:30][CH2:31][CH3:32])=[O:29].C(O)(=O)C.C([O-])(=O)C.[Na+], predict the reaction product. The product is: [CH3:1][C:2]1[O:6][C:5]([C:7]2[CH:8]=[CH:9][CH:10]=[CH:11][CH:12]=2)=[N:4][C:3]=1[CH2:13][O:14][C:15]1[CH:16]=[CH:17][C:18]([CH2:19][O:20][N:21]=[C:25]([C:33]2[CH:34]=[N:35][CH:36]=[CH:37][CH:38]=2)[CH2:26][CH2:27][C:28]([O:30][CH2:31][CH3:32])=[O:29])=[CH:22][CH:23]=1.